From a dataset of Forward reaction prediction with 1.9M reactions from USPTO patents (1976-2016). Predict the product of the given reaction. (1) The product is: [CH3:15][C:5]1[CH:4]=[C:3]([CH:8]=[C:7]([C:9]2[CH:14]=[CH:13][CH:12]=[CH:11][CH:10]=2)[CH:6]=1)[C:1]([OH:19])=[O:16]. Given the reactants [C:1]([C:3]1[CH:4]=[C:5]([CH3:15])[CH:6]=[C:7]([C:9]2[CH:14]=[CH:13][CH:12]=[CH:11][CH:10]=2)[CH:8]=1)#N.[OH-:16].[K+].C[OH:19], predict the reaction product. (2) Given the reactants [OH:1][C:2]1[CH:9]=[CH:8][CH:7]=[C:6]([O:10][CH3:11])[C:3]=1[CH:4]=[O:5].N1C=CC=CC=1.[F:18][C:19]([F:32])([F:31])[S:20](O[S:20]([C:19]([F:32])([F:31])[F:18])(=[O:22])=[O:21])(=[O:22])=[O:21].Cl, predict the reaction product. The product is: [F:18][C:19]([F:32])([F:31])[S:20]([O:1][C:2]1[CH:9]=[CH:8][CH:7]=[C:6]([O:10][CH3:11])[C:3]=1[CH:4]=[O:5])(=[O:22])=[O:21]. (3) Given the reactants [CH3:1][S:2](Cl)(=[O:4])=[O:3].ClCCl.[Si:9]([O:26][CH2:27][CH:28]1[CH2:33][CH2:32][C@@H:31]([OH:34])[C@@H:30]([OH:35])[CH2:29]1)([C:22]([CH3:25])([CH3:24])[CH3:23])([C:16]1[CH:21]=[CH:20][CH:19]=[CH:18][CH:17]=1)[C:10]1[CH:15]=[CH:14][CH:13]=[CH:12][CH:11]=1.C(N(CC)CC)C, predict the reaction product. The product is: [Si:9]([O:26][CH2:27][CH:28]1[CH2:33][CH2:32][C@@H:31]([O:34][S:2]([CH3:1])(=[O:4])=[O:3])[C@@H:30]([O:35][S:2]([CH3:1])(=[O:4])=[O:3])[CH2:29]1)([C:22]([CH3:25])([CH3:23])[CH3:24])([C:16]1[CH:21]=[CH:20][CH:19]=[CH:18][CH:17]=1)[C:10]1[CH:11]=[CH:12][CH:13]=[CH:14][CH:15]=1. (4) Given the reactants [F:1][C:2]([F:42])([F:41])[C@H:3]([N:28]1[CH2:32][CH2:31][C@H:30]([NH:33][C:34](=[O:40])[O:35][C:36]([CH3:39])([CH3:38])[CH3:37])[CH2:29]1)[C:4]1[CH:5]=[CH:6][C:7]2[N:8]([C:10]([C:13]3[CH:22]=[CH:21][C:20]4[C:15](=[CH:16][C:17]([O:24][CH2:25][CH2:26][OH:27])=[C:18]([F:23])[CH:19]=4)[N:14]=3)=[N:11][N:12]=2)[CH:9]=1.[C:43](O[C:43](=[O:48])[C:44](C)([CH3:46])[CH3:45])(=[O:48])[C:44](C)([CH3:46])[CH3:45], predict the reaction product. The product is: [C:43]([O:27][CH2:26][CH2:25][O:24][C:17]1[CH:16]=[C:15]2[C:20]([CH:21]=[CH:22][C:13]([C:10]3[N:8]4[CH:9]=[C:4]([C@@H:3]([N:28]5[CH2:32][CH2:31][C@H:30]([NH:33][C:34]([O:35][C:36]([CH3:39])([CH3:37])[CH3:38])=[O:40])[CH2:29]5)[C:2]([F:1])([F:41])[F:42])[CH:5]=[CH:6][C:7]4=[N:12][N:11]=3)=[N:14]2)=[CH:19][C:18]=1[F:23])(=[O:48])[CH:44]([CH3:46])[CH3:45]. (5) Given the reactants OS(O)(=O)=O.[O:6]1[C:15]2[C:10](=[CH:11][CH:12]=[CH:13][CH:14]=2)[C:9](=[O:16])[CH2:8][CH2:7]1.C[C:18]([O:20][C:21](=[O:28])[C:22]1[CH:27]=[CH:26][CH:25]=[CH:24][CH:23]=1)=O.[C:29](O)(=O)C, predict the reaction product. The product is: [O:16]=[C:9]1[C:10]2[C:15](=[CH:14][CH:13]=[CH:12][CH:11]=2)[O:6][CH2:7][C:8]1=[CH:29][C:25]1[CH:26]=[CH:27][C:22]([C:21]([O:20][CH3:18])=[O:28])=[CH:23][CH:24]=1.